Predict which catalyst facilitates the given reaction. From a dataset of Catalyst prediction with 721,799 reactions and 888 catalyst types from USPTO. (1) Reactant: Cl.[N:2]1[CH:7]=[CH:6][CH:5]=[N:4][C:3]=1[C:8]1([OH:16])[CH2:14][CH:13]2[NH:15][CH:10]([CH2:11][CH2:12]2)[CH2:9]1.Br[CH:18]([C:26]1[CH:31]=[CH:30][CH:29]=[CH:28][C:27]=1[Cl:32])[C:19]1[CH:24]=[CH:23][CH:22]=[CH:21][C:20]=1[Cl:25].C([O-])([O-])=O.[K+].[K+].O. Product: [Cl:25][C:20]1[CH:21]=[CH:22][CH:23]=[CH:24][C:19]=1[CH:18]([C:26]1[CH:31]=[CH:30][CH:29]=[CH:28][C:27]=1[Cl:32])[N:15]1[CH:13]2[CH2:12][CH2:11][CH:10]1[CH2:9][C:8]([C:3]1[N:4]=[CH:5][CH:6]=[CH:7][N:2]=1)([OH:16])[CH2:14]2. The catalyst class is: 23. (2) Reactant: [NH2:1][C:2]1[N:10]=[C:9]([O:11][CH2:12][CH2:13][CH2:14][CH3:15])[N:8]=[C:7]2[C:3]=1[N:4]=[C:5]([O:25]C)[N:6]2[CH2:16][C:17]1[CH:22]=[CH:21][C:20](CO)=[CH:19][CH:18]=1.Cl.[CH3:28][N:29]([CH2:31][CH2:32]Cl)[CH3:30].C(=O)([O-])[O-:35].[K+].[K+]. Product: [NH2:1][C:2]1[N:10]=[C:9]([O:11][CH2:12][CH2:13][CH2:14][CH3:15])[N:8]=[C:7]2[C:3]=1[NH:4][C:5](=[O:25])[N:6]2[CH2:16][C:17]1[CH:18]=[CH:19][C:20]([O:35][CH2:32][CH2:31][N:29]([CH3:30])[CH3:28])=[CH:21][CH:22]=1. The catalyst class is: 3. (3) Reactant: O=[C:2]([N:18]1[CH2:22][CH2:21][CH2:20][CH2:19]1)[CH2:3][O:4][CH:5]1[CH2:10][CH2:9][N:8]([C:11]([O:13][C:14]([CH3:17])([CH3:16])[CH3:15])=[O:12])[CH2:7][CH2:6]1. Product: [N:18]1([CH2:2][CH2:3][O:4][CH:5]2[CH2:6][CH2:7][N:8]([C:11]([O:13][C:14]([CH3:17])([CH3:16])[CH3:15])=[O:12])[CH2:9][CH2:10]2)[CH2:22][CH2:21][CH2:20][CH2:19]1. The catalyst class is: 1. (4) The catalyst class is: 21. Product: [Cl:1][C:2]1[CH:3]=[CH:4][CH:5]=[C:6]2[C:11]=1[N:10]=[N:9][C:8]([CH3:12])=[C:7]2[C:13]1[CH:14]=[C:15]([CH:16]=[CH:17][CH:18]=1)[O:19][CH2:30][C:27]1[CH:26]=[CH:25][C:24]([CH2:23][C:22]([O:21][CH3:20])=[O:32])=[CH:29][CH:28]=1. Reactant: [Cl:1][C:2]1[CH:3]=[CH:4][CH:5]=[C:6]2[C:11]=1[N:10]=[N:9][C:8]([CH3:12])=[C:7]2[C:13]1[CH:14]=[C:15]([OH:19])[CH:16]=[CH:17][CH:18]=1.[CH3:20][O:21][C:22](=[O:32])[CH2:23][C:24]1[CH:29]=[CH:28][C:27]([CH2:30]Br)=[CH:26][CH:25]=1.C(=O)([O-])[O-].[Cs+].[Cs+].